The task is: Predict which catalyst facilitates the given reaction.. This data is from Catalyst prediction with 721,799 reactions and 888 catalyst types from USPTO. Reactant: [Na].[CH:2]1([SH:8])[CH2:7][CH2:6][CH2:5][CH2:4][CH2:3]1.F[C:10]1[CH:17]=[CH:16][C:13]([C:14]#[N:15])=[CH:12][CH:11]=1.Cl. Product: [CH:2]1([S:8][C:10]2[CH:17]=[CH:16][C:13]([C:14]#[N:15])=[CH:12][CH:11]=2)[CH2:7][CH2:6][CH2:5][CH2:4][CH2:3]1. The catalyst class is: 8.